Dataset: Forward reaction prediction with 1.9M reactions from USPTO patents (1976-2016). Task: Predict the product of the given reaction. Given the reactants C([O:8][C:9]1[C:10](=[O:29])[N:11]([CH3:28])[CH:12]=[N:13][C:14]=1[C:15]1[O:16][C:17]([CH2:20][C:21]2[CH:26]=[CH:25][C:24]([F:27])=[CH:23][CH:22]=2)=[N:18][N:19]=1)C1C=CC=CC=1.C(O)(C(F)(F)F)=O.C(Cl)Cl, predict the reaction product. The product is: [F:27][C:24]1[CH:23]=[CH:22][C:21]([CH2:20][C:17]2[O:16][C:15]([C:14]3[N:13]=[CH:12][N:11]([CH3:28])[C:10](=[O:29])[C:9]=3[OH:8])=[N:19][N:18]=2)=[CH:26][CH:25]=1.